Dataset: Reaction yield outcomes from USPTO patents with 853,638 reactions. Task: Predict the reaction yield, written as a fraction of the theoretical maximum amount of product (1.0 means a 100% yield; for example, 0.34 means a 34% yield). (1) The reactants are [Cl:1][C:2]1[N:7]=[C:6]([C:8]2[NH:9][C:10]3[C:15]([CH:16]=2)=[CH:14][C:13]([F:17])=[CH:12][CH:11]=3)[C:5]([CH:18]=[CH2:19])=[CH:4][CH:3]=1.[OH-].[K+]. The catalyst is CCCC[N+](CCCC)(CCCC)CCCC.[Cl-].CS(C)=O. The product is [Cl:1][C:2]1[CH:3]=[CH:4][C:5]2[CH2:18][CH2:19][N:9]3[C:10]4[CH:11]=[CH:12][C:13]([F:17])=[CH:14][C:15]=4[CH:16]=[C:8]3[C:6]=2[N:7]=1. The yield is 0.500. (2) The reactants are [F:1][C:2]1[C:3]([C:9]2[N:10]([CH3:18])[C:11]([C:14]([F:17])([F:16])[F:15])=[N:12][CH:13]=2)=[N:4][C:5]([NH2:8])=[N:6][CH:7]=1.[Cl:19][C:20]1[C:21]([C:27]([N:29]2[CH2:34][CH2:33][N:32]([CH3:35])[CH2:31][CH2:30]2)=[O:28])=[N:22][CH:23]=[C:24](Cl)[CH:25]=1.C([O-])([O-])=O.[Cs+].[Cs+].CC(C1C=C(C(C)C)C(C2C=CC=CC=2P(C2CCCCC2)C2CCCCC2)=C(C(C)C)C=1)C. The catalyst is C1C=CC(/C=C/C(/C=C/C2C=CC=CC=2)=O)=CC=1.C1C=CC(/C=C/C(/C=C/C2C=CC=CC=2)=O)=CC=1.C1C=CC(/C=C/C(/C=C/C2C=CC=CC=2)=O)=CC=1.[Pd].[Pd]. The product is [Cl:19][C:20]1[C:21]([C:27]([N:29]2[CH2:30][CH2:31][N:32]([CH3:35])[CH2:33][CH2:34]2)=[O:28])=[N:22][CH:23]=[C:24]([NH:8][C:5]2[N:4]=[C:3]([C:9]3[N:10]([CH3:18])[C:11]([C:14]([F:17])([F:15])[F:16])=[N:12][CH:13]=3)[C:2]([F:1])=[CH:7][N:6]=2)[CH:25]=1. The yield is 0.170. (3) The reactants are Cl[C:2]1[CH:7]=[CH:6][N:5]=[C:4]2[CH:8]=[C:9]([C:11]3[S:12][CH:13]=[CH:14][N:15]=3)[S:10][C:3]=12.[OH:16][C:17]1[CH:25]=[C:24]2[C:20]([C:21]([C:28]([NH:30][CH:31]([CH3:33])[CH3:32])=[O:29])=[C:22]([CH3:27])[N:23]2[CH3:26])=[CH:19][CH:18]=1.C([O-])([O-])=O.[Cs+].[Cs+]. No catalyst specified. The product is [CH:31]([NH:30][C:28]([C:21]1[C:20]2[C:24](=[CH:25][C:17]([O:16][C:2]3[CH:7]=[CH:6][N:5]=[C:4]4[CH:8]=[C:9]([C:11]5[S:12][CH:13]=[CH:14][N:15]=5)[S:10][C:3]=34)=[CH:18][CH:19]=2)[N:23]([CH3:26])[C:22]=1[CH3:27])=[O:29])([CH3:33])[CH3:32]. The yield is 0.380. (4) The reactants are [CH:1]1([O:7][CH:8]([C:12]2[CH:17]=[CH:16][C:15]([Cl:18])=[C:14]([Cl:19])[CH:13]=2)[C:9]([OH:11])=O)[CH2:6][CH2:5][CH2:4][CH:3]=[CH:2]1.CN([P+](ON1N=NC2C=CC=CC1=2)(N(C)C)N(C)C)C.F[P-](F)(F)(F)(F)F.C(N(CC)CC)C.[NH2:54][C:55]1[S:56][CH:57]=[CH:58][N:59]=1. The catalyst is ClCCl.O. The product is [CH:1]1([O:7][CH:8]([C:12]2[CH:17]=[CH:16][C:15]([Cl:18])=[C:14]([Cl:19])[CH:13]=2)[C:9]([NH:54][C:55]2[S:56][CH:57]=[CH:58][N:59]=2)=[O:11])[CH2:6][CH2:5][CH2:4][CH:3]=[CH:2]1. The yield is 0.920. (5) The reactants are [CH:1]([C:9]1[NH:10][C:11]2[C:16]([C:17]=1[CH:18]=O)=[CH:15][CH:14]=[CH:13][CH:12]=2)=[CH:2][C:3]1[CH:8]=[CH:7][CH:6]=[CH:5][CH:4]=1.[Cl:20][C:21]1[CH:26]=[CH:25][C:24]([S:27]([CH2:30][C:31]#[N:32])(=[O:29])=[O:28])=[CH:23][CH:22]=1. No catalyst specified. The product is [Cl:20][C:21]1[CH:22]=[CH:23][C:24]([S:27]([C:30](=[CH:18][C:17]2[C:16]3[C:11](=[CH:12][CH:13]=[CH:14][CH:15]=3)[NH:10][C:9]=2/[CH:1]=[CH:2]/[C:3]2[CH:8]=[CH:7][CH:6]=[CH:5][CH:4]=2)[C:31]#[N:32])(=[O:28])=[O:29])=[CH:25][CH:26]=1. The yield is 0.320.